This data is from Full USPTO retrosynthesis dataset with 1.9M reactions from patents (1976-2016). The task is: Predict the reactants needed to synthesize the given product. (1) Given the product [C:20]([O:24][C:25]([N:27]1[CH2:32][CH2:31][CH:30]([N:33]([CH:34]2[CH2:35][CH2:36]2)[C:17]([C:14]2[O:13][C:12]([C:3]3[CH:4]=[CH:5][C:6]([S:8]([CH3:11])(=[O:9])=[O:10])=[CH:7][C:2]=3[F:1])=[N:16][CH:15]=2)=[O:19])[CH2:29][CH2:28]1)=[O:26])([CH3:23])([CH3:21])[CH3:22], predict the reactants needed to synthesize it. The reactants are: [F:1][C:2]1[CH:7]=[C:6]([S:8]([CH3:11])(=[O:10])=[O:9])[CH:5]=[CH:4][C:3]=1[C:12]1[O:13][C:14]([C:17]([OH:19])=O)=[CH:15][N:16]=1.[C:20]([O:24][C:25]([N:27]1[CH2:32][CH2:31][CH:30]([NH:33][CH:34]2[CH2:36][CH2:35]2)[CH2:29][CH2:28]1)=[O:26])([CH3:23])([CH3:22])[CH3:21]. (2) Given the product [F:8][C:6]1[CH:5]=[CH:4][C:3]([C:9]([C:11]2[S:12][CH:13]=[CH:14][CH:15]=2)=[O:10])=[C:2]([NH:1][C:19]([NH:27][C:28]2[S:29][CH:30]=[CH:31][N:32]=2)=[O:20])[CH:7]=1, predict the reactants needed to synthesize it. The reactants are: [NH2:1][C:2]1[CH:7]=[C:6]([F:8])[CH:5]=[CH:4][C:3]=1[C:9]([C:11]1[S:12][CH:13]=[CH:14][CH:15]=1)=[O:10].NC1C=C(F)C=CC=1[C:19](O)=[O:20].[NH2:27][C:28]1[S:29][CH:30]=[CH:31][N:32]=1. (3) Given the product [NH:2]1[CH:3]=[C:4]([C:21]([N:65]2[CH2:66][CH2:67][CH2:68][CH:63]([C:56]3[C:55]4[C:59](=[CH:60][CH:61]=[C:53]([NH:52][C:50](=[O:51])[C:46]5[CH:45]=[C:44]([C:42]#[N:43])[CH:49]=[CH:48][N:47]=5)[CH:54]=4)[N:58]([CH3:62])[CH:57]=3)[CH2:64]2)=[O:25])[CH:5]=[N:1]1, predict the reactants needed to synthesize it. The reactants are: [NH:1]1[CH:5]=[CH:4][C:3](C(O)=O)=[N:2]1.CCN(C(C)C)C(C)C.CN([C:21]([O:25]N1N=NC2C=CC=NC1=2)=[N+](C)C)C.F[P-](F)(F)(F)(F)F.[C:42]([C:44]1[CH:49]=[CH:48][N:47]=[C:46]([C:50]([NH:52][C:53]2[CH:54]=[C:55]3[C:59](=[CH:60][CH:61]=2)[N:58]([CH3:62])[CH:57]=[C:56]3[CH:63]2[CH2:68][CH2:67][CH2:66][NH:65][CH2:64]2)=[O:51])[CH:45]=1)#[N:43]. (4) Given the product [OH:20][CH2:21][CH2:22][C:23]1[N:24]([CH2:2][CH2:3][CH2:4][CH2:5][C:6]2[CH:7]=[CH:8][C:9]([OH:12])=[CH:10][CH:11]=2)[CH:25]=[CH:26][N:27]=1, predict the reactants needed to synthesize it. The reactants are: I[CH2:2][CH2:3][CH2:4][CH2:5][C:6]1[CH:11]=[CH:10][C:9]([O:12]CC2C=CC=CC=2)=[CH:8][CH:7]=1.[OH:20][CH2:21][CH2:22][C:23]1[NH:24][CH:25]=[CH:26][N:27]=1.C(=O)([O-])[O-].[K+].[K+]. (5) Given the product [F:8][C:7]1[C:2]([F:1])=[CH:3][C:4]([OH:9])=[C:5]([N+:10]([O-:12])=[O:11])[CH:6]=1, predict the reactants needed to synthesize it. The reactants are: [F:1][C:2]1[CH:3]=[C:4]([OH:9])[CH:5]=[CH:6][C:7]=1[F:8].[N+:10]([O-])([OH:12])=[O:11].O.C(Cl)Cl. (6) Given the product [CH:1]1([CH2:6][C:7]([NH:15][C:14]2[C:16]([CH3:20])=[CH:17][CH:18]=[CH:19][C:13]=2[O:12][CH3:11])=[O:30])[CH2:2][CH2:3][CH2:4][CH2:5]1, predict the reactants needed to synthesize it. The reactants are: [CH:1]1([CH2:6][CH2:7]C(Cl)=O)[CH2:5][CH2:4][CH2:3][CH2:2]1.[CH3:11][O:12][C:13]1[CH:19]=[CH:18][CH:17]=[C:16]([CH3:20])[C:14]=1[NH2:15].C(N(CC)CC)C.C(OCC)(=[O:30])C.